From a dataset of Full USPTO retrosynthesis dataset with 1.9M reactions from patents (1976-2016). Predict the reactants needed to synthesize the given product. Given the product [CH3:1][O:2][C:3]1[C:12]([NH2:13])=[C:11]2[C:6]([CH:7]=[CH:8][CH:9]=[N:10]2)=[CH:5][CH:4]=1, predict the reactants needed to synthesize it. The reactants are: [CH3:1][O:2][C:3]1[C:12]([N+:13]([O-])=O)=[C:11]2[C:6]([CH:7]=[CH:8][CH:9]=[N:10]2)=[CH:5][CH:4]=1.[Sn](Cl)Cl.